Dataset: Catalyst prediction with 721,799 reactions and 888 catalyst types from USPTO. Task: Predict which catalyst facilitates the given reaction. Reactant: [CH3:1][C:2]1[C:6](=[O:7])[O:5][CH2:4][C:3]=1[N:8]1[CH2:12][CH2:11][C:10]2([CH2:17][CH2:16][NH:15][CH2:14][CH2:13]2)[C:9]1=[O:18].[CH3:19][C:20]1[C:28]([C@H:29]2[CH2:31][O:30]2)=[CH:27][CH:26]=[C:25]2[C:21]=1[CH2:22][O:23][C:24]2=[O:32]. Product: [OH:30][C@@H:29]([C:28]1[CH:27]=[CH:26][C:25]2[C:24](=[O:32])[O:23][CH2:22][C:21]=2[C:20]=1[CH3:19])[CH2:31][N:15]1[CH2:16][CH2:17][C:10]2([C:9](=[O:18])[N:8]([C:3]3[CH2:4][O:5][C:6](=[O:7])[C:2]=3[CH3:1])[CH2:12][CH2:11]2)[CH2:13][CH2:14]1. The catalyst class is: 8.